This data is from Full USPTO retrosynthesis dataset with 1.9M reactions from patents (1976-2016). The task is: Predict the reactants needed to synthesize the given product. (1) Given the product [Cl:1][C:2]1[C:7]([O:8][CH2:9][CH3:10])=[CH:6][C:5]([CH:11]=[O:12])=[CH:4][C:3]=1[O:13][CH2:14][CH3:15], predict the reactants needed to synthesize it. The reactants are: [Cl:1][C:2]1[C:7]([O:8][CH2:9][CH3:10])=[CH:6][C:5]([CH2:11][OH:12])=[CH:4][C:3]=1[O:13][CH2:14][CH3:15]. (2) Given the product [C:7]([O:6][C:4](=[O:5])[C:3]([C:1]#[N:2])=[C:17]([OH:18])[CH2:16][Cl:15])([CH3:10])([CH3:9])[CH3:8], predict the reactants needed to synthesize it. The reactants are: [C:1]([CH2:3][C:4]([O:6][C:7]([CH3:10])([CH3:9])[CH3:8])=[O:5])#[N:2].[H-].[Na+].[H][H].[Cl:15][CH2:16][C:17](Cl)=[O:18]. (3) Given the product [N:21]1[CH:22]=[CH:23][CH:24]=[CH:25][C:20]=1[CH:14]([C:15]1[NH:16][CH:17]=[CH:18][CH:19]=1)[CH2:13][NH:12][C:10]1[C:9]2[C:4](=[CH:5][CH:6]=[CH:7][CH:8]=2)[N:3]=[C:2]([C:34]2[CH:33]=[CH:32][C:31]([NH:30][S:27]([CH3:26])(=[O:28])=[O:29])=[CH:36][CH:35]=2)[N:11]=1, predict the reactants needed to synthesize it. The reactants are: Cl[C:2]1[N:11]=[C:10]([NH:12][CH2:13][CH:14]([C:20]2[CH:25]=[CH:24][CH:23]=[CH:22][N:21]=2)[C:15]2[NH:16][CH:17]=[CH:18][CH:19]=2)[C:9]2[C:4](=[CH:5][CH:6]=[CH:7][CH:8]=2)[N:3]=1.[CH3:26][S:27]([NH:30][C:31]1[CH:36]=[CH:35][C:34](B(O)O)=[CH:33][CH:32]=1)(=[O:29])=[O:28].C1(C(C2C=CC=CN=2)CNC2C3C(=CC=CC=3)N=C(C3C=CC(NS(C)(=O)=O)=CC=3)N=2)C=CC=CC=1. (4) Given the product [CH3:1][O:2][C:3]([C:4]1[CH:9]=[C:8]([F:10])[CH:7]=[C:6]2[C:5]=1[NH:11][CH:12]([C:13]1[CH:18]=[CH:17][CH:16]=[C:15]([Br:19])[CH:14]=1)[C:22]([CH3:24])([CH3:23])[CH:21]2[OH:25])=[O:20], predict the reactants needed to synthesize it. The reactants are: [CH3:1][O:2][C:3](=[O:20])[C:4]1[CH:9]=[C:8]([F:10])[CH:7]=[CH:6][C:5]=1[N:11]=[CH:12][C:13]1[CH:18]=[CH:17][CH:16]=[C:15]([Br:19])[CH:14]=1.[CH:21](=[O:25])[CH:22]([CH3:24])[CH3:23].O. (5) Given the product [ClH:18].[C:25]([C:24]1[C:19]([N:13]2[C:12]3[CH:14]=[CH:15][CH:16]=[CH:17][C:11]=3[N:10]=[C:9]2/[CH:1]=[CH:2]/[C:3]2[CH:4]=[CH:5][CH:6]=[CH:7][CH:8]=2)=[N:20][CH:21]=[CH:22][CH:23]=1)#[N:26], predict the reactants needed to synthesize it. The reactants are: [CH:1]([C:9]1[NH:13][C:12]2[CH:14]=[CH:15][CH:16]=[CH:17][C:11]=2[N:10]=1)=[CH:2][C:3]1[CH:8]=[CH:7][CH:6]=[CH:5][CH:4]=1.[Cl:18][C:19]1[C:24]([C:25]#[N:26])=[CH:23][CH:22]=[CH:21][N:20]=1.N1C=CC=CC=1N1C2C=CC=CC=2N=C1/C=C/C1C=CC=CC=1.Cl. (6) Given the product [CH2:5]([NH:6][C:7]([CH:9]1[CH:10]([OH:38])[CH:11]([OH:37])[CH:12]([N:14]2[CH:15]=[N:16][C:17]3[C:18]2=[N:19][C:20]([C:24]#[C:25][CH2:26][CH:27]2[CH2:32][CH2:31][CH:30]([C:33](=[O:34])[NH:3][CH2:1][CH3:2])[CH2:29][CH2:28]2)=[N:21][C:22]=3[NH2:23])[O:13]1)=[O:8])[CH3:4], predict the reactants needed to synthesize it. The reactants are: [CH2:1]([NH2:3])[CH3:2].[CH3:4][CH2:5][NH:6][C:7]([C@H:9]1[O:13][C@@H:12]([N:14]2[C:18]3[N:19]=[C:20]([C:24]#[C:25][CH2:26][CH:27]4[CH2:32][CH2:31][CH:30]([C:33](OC)=[O:34])[CH2:29][CH2:28]4)[N:21]=[C:22]([NH2:23])[C:17]=3[N:16]=[CH:15]2)[C@H:11]([OH:37])[C@@H:10]1[OH:38])=[O:8]. (7) The reactants are: [Na].[CH2:2]([O:4][CH:5]([O:11][CH2:12][CH3:13])[C:6]([O:8]CC)=O)[CH3:3].C(O)C.Cl.[C:18]([O:21][CH2:22][CH3:23])(=[O:20])[CH3:19]. Given the product [CH2:12]([O:11][CH:5]([O:4][CH2:2][CH3:3])[C:6](=[O:8])[CH2:19][C:18]([O:21][CH2:22][CH3:23])=[O:20])[CH3:13], predict the reactants needed to synthesize it. (8) Given the product [CH2:13]([O:12][C:9]1[CH:10]=[C:11]2[C:6](=[CH:7][C:8]=1[O:15][CH2:16][CH3:17])[N:5]=[CH:4][C:3]([C:18]#[N:19])=[C:2]2[CH3:20])[CH3:14], predict the reactants needed to synthesize it. The reactants are: Cl[C:2]1[C:11]2[C:6](=[CH:7][C:8]([O:15][CH2:16][CH3:17])=[C:9]([O:12][CH2:13][CH3:14])[CH:10]=2)[N:5]=[CH:4][C:3]=1[C:18]#[N:19].[CH2:20]1COCC1.C[Mg]Br.